Dataset: Forward reaction prediction with 1.9M reactions from USPTO patents (1976-2016). Task: Predict the product of the given reaction. (1) The product is: [Br:12][C:13]1[C:14]([NH:29][C:5]2[CH:27]=[C:26]([O:11][CH3:10])[NH:23][N:6]=2)=[N:15][C:16]([Cl:19])=[N:17][CH:18]=1. Given the reactants COC(SC)=C[C:5]#[N:6].C[CH2:10][OH:11].[Br:12][C:13]1[C:14](Cl)=[N:15][C:16]([Cl:19])=[N:17][CH:18]=1.C([N:23]([CH2:26][CH3:27])CC)C.O.[NH2:29]N, predict the reaction product. (2) Given the reactants [H-].C([Al+]CC(C)C)C(C)C.[CH3:11][O:12][C:13]1[CH:18]=[CH:17][CH:16]=[C:15]([N+:19]([O-:21])=[O:20])[C:14]=1[CH2:22][C:23]([O-])=[O:24].Cl, predict the reaction product. The product is: [CH3:11][O:12][C:13]1[CH:18]=[CH:17][CH:16]=[C:15]([N+:19]([O-:21])=[O:20])[C:14]=1[CH2:22][CH2:23][OH:24]. (3) The product is: [NH2:10][CH2:9][CH2:8][CH2:7][N:4]1[CH2:5][CH2:6][O:1][CH2:2][CH2:3]1. Given the reactants [O:1]1[CH2:6][CH2:5][N:4]([CH2:7][CH2:8][CH2:9][NH:10]C(=C(C#N)C#N)[NH:10][CH2:9][CH2:8][CH2:7][N:4]2[CH2:5][CH2:6][O:1][CH2:2][CH2:3]2)[CH2:3][CH2:2]1.CSC(=C(C#N)C#N)SC, predict the reaction product. (4) Given the reactants [Cl:1][C:2]1[CH:3]=[CH:4][C:5]2[N:11]3[C:12]([CH2:15][C:16]([F:19])([F:18])[F:17])=[N:13][N:14]=[C:10]3[C@@H:9]([CH2:20][C:21]3[S:22][C:23]([CH2:26][CH2:27][C:28]([O:30]C)=[O:29])=[CH:24][N:25]=3)[S:8][C@H:7]([C:32]3[CH:37]=[CH:36][CH:35]=[C:34]([O:38][CH3:39])[C:33]=3[O:40][CH3:41])[C:6]=2[CH:42]=1.Cl.C(Cl)(Cl)Cl, predict the reaction product. The product is: [Cl:1][C:2]1[CH:3]=[CH:4][C:5]2[N:11]3[C:12]([CH2:15][C:16]([F:17])([F:18])[F:19])=[N:13][N:14]=[C:10]3[C@@H:9]([CH2:20][C:21]3[S:22][C:23]([CH2:26][CH2:27][C:28]([OH:30])=[O:29])=[CH:24][N:25]=3)[S:8][C@H:7]([C:32]3[CH:37]=[CH:36][CH:35]=[C:34]([O:38][CH3:39])[C:33]=3[O:40][CH3:41])[C:6]=2[CH:42]=1.